Dataset: Catalyst prediction with 721,799 reactions and 888 catalyst types from USPTO. Task: Predict which catalyst facilitates the given reaction. (1) Product: [Cl:1][C:2]1[CH:3]=[C:4]([CH:15]=[CH:16][C:17]=1[C:18]([F:19])([F:20])[F:21])[O:5][C:6]1[CH:11]=[CH:10][C:9]([CH2:12][CH2:13][NH:14][C:33]2[NH:34][CH:35]=[C:30]([CH2:29][C:26]3[CH:27]=[N:28][C:23]([CH3:22])=[N:24][CH:25]=3)[C:31](=[O:38])[N:32]=2)=[CH:8][CH:7]=1. The catalyst class is: 8. Reactant: [Cl:1][C:2]1[CH:3]=[C:4]([CH:15]=[CH:16][C:17]=1[C:18]([F:21])([F:20])[F:19])[O:5][C:6]1[CH:11]=[CH:10][C:9]([CH2:12][CH2:13][NH2:14])=[CH:8][CH:7]=1.[CH3:22][C:23]1[N:28]=[CH:27][C:26]([CH2:29][C:30]2[C:31](=[O:38])[N:32]=[C:33](SC)[NH:34][CH:35]=2)=[CH:25][N:24]=1. (2) Reactant: [C:1]1([CH:7]([C:13]([O:15]CC)=O)[C:8]([O:10]CC)=O)[CH:6]=[CH:5][CH:4]=[CH:3][CH:2]=1.[F:18][C:19]1[CH:20]=[C:21]2[C:25](=[CH:26][CH:27]=1)[NH:24][N:23]=[C:22]2[NH2:28].C(N(CCCC)CCCC)CCC.[OH-].[Na+]. Product: [F:18][C:19]1[CH:27]=[CH:26][C:25]2[C:21](=[C:22]3[N:28]=[C:8]([OH:10])[C:7]([C:1]4[CH:2]=[CH:3][CH:4]=[CH:5][CH:6]=4)=[C:13]([OH:15])[N:23]3[N:24]=2)[CH:20]=1. The catalyst class is: 6.